Dataset: Full USPTO retrosynthesis dataset with 1.9M reactions from patents (1976-2016). Task: Predict the reactants needed to synthesize the given product. (1) Given the product [CH2:13]([C:12]([C:17]1[CH:22]=[CH:21][C:20]([O:23][CH2:24][C@@H:25]([OH:28])[CH2:26][OH:27])=[C:19]([CH3:29])[CH:18]=1)([C:9]1[CH:10]=[CH:11][C:6]([CH2:5][CH2:4][C:3]([CH2:32][CH3:33])([OH:2])[CH2:38][CH3:39])=[C:7]([CH3:30])[CH:8]=1)[CH2:15][CH3:16])[CH3:14], predict the reactants needed to synthesize it. The reactants are: C[O:2][C:3](=O)[CH2:4][CH2:5][C:6]1[CH:11]=[CH:10][C:9]([C:12]([C:17]2[CH:22]=[CH:21][C:20]([O:23][CH2:24][C@@H:25]([OH:28])[CH2:26][OH:27])=[C:19]([CH3:29])[CH:18]=2)([CH2:15][CH3:16])[CH2:13][CH3:14])=[CH:8][C:7]=1[CH3:30].[CH2:32]([Mg]Br)[CH3:33].[NH4+].[Cl-].[CH2:38]1COC[CH2:39]1. (2) The reactants are: [Cl:1][C:2]1[CH:3]=[C:4]([C:8]2[CH:16]=[CH:15][CH:14]=[C:13]3[C:9]=2[CH2:10][C:11](=[O:17])[NH:12]3)[CH:5]=[CH:6][CH:7]=1.[CH2:18]([N:20]([CH2:35][CH3:36])[CH2:21][CH2:22][NH:23][C:24]([C:26]1[C:30]([CH3:31])=[C:29]([CH:32]=O)[NH:28][C:27]=1[CH3:34])=[O:25])[CH3:19]. Given the product [CH2:35]([N:20]([CH2:18][CH3:19])[CH2:21][CH2:22][NH:23][C:24]([C:26]1[C:30]([CH3:31])=[C:29]([CH:32]=[C:10]2[C:9]3[C:13](=[CH:14][CH:15]=[CH:16][C:8]=3[C:4]3[CH:5]=[CH:6][CH:7]=[C:2]([Cl:1])[CH:3]=3)[NH:12][C:11]2=[O:17])[NH:28][C:27]=1[CH3:34])=[O:25])[CH3:36], predict the reactants needed to synthesize it. (3) The reactants are: [NH2:1][C:2]1[CH:3]=[C:4]2[C:8](=[CH:9][CH:10]=1)[NH:7][N:6]=[CH:5]2.[CH3:11][CH:12]([CH3:18])[CH2:13][CH2:14][C:15](O)=[O:16].Cl.C(N=C=NCCCN(C)C)C.OC1C2N=NNC=2C=CC=1.C(N(CC)CC)C.[OH-].[Na+]. Given the product [NH:7]1[C:8]2[C:4](=[CH:3][C:2]([NH:1][C:15](=[O:16])[CH2:14][CH2:13][CH:12]([CH3:18])[CH3:11])=[CH:10][CH:9]=2)[CH:5]=[N:6]1, predict the reactants needed to synthesize it.